From a dataset of Full USPTO retrosynthesis dataset with 1.9M reactions from patents (1976-2016). Predict the reactants needed to synthesize the given product. Given the product [Cl:19][CH:18]([Cl:20])[C:16]([NH:15][CH:12]([CH2:13][F:14])[CH:11]([O:21][C:35](=[O:36])[CH2:34][CH2:33][CH2:32][Br:31])[C:8]1[CH:7]=[CH:6][C:5]([S:2]([CH3:1])(=[O:4])=[O:3])=[CH:10][CH:9]=1)=[O:17], predict the reactants needed to synthesize it. The reactants are: [CH3:1][S:2]([C:5]1[CH:6]=[CH:7][C:8]([C@@H:11]([OH:21])[C@H:12]([NH:15][C:16]([CH:18]([Cl:20])[Cl:19])=[O:17])[CH2:13][F:14])=[CH:9][CH:10]=1)(=[O:4])=[O:3].C(N(C(C)C)CC)(C)C.[Br:31][CH2:32][CH2:33][CH2:34][C:35](Cl)=[O:36].